This data is from Forward reaction prediction with 1.9M reactions from USPTO patents (1976-2016). The task is: Predict the product of the given reaction. (1) Given the reactants [Cl:1][C:2]1[CH:3]=[CH:4][C:5]([CH2:8][N:9]2[C:17]3[C:16](=[O:18])[N:15]([CH2:19][CH2:20][CH2:21][O:22]C4CCCCO4)[C:14](=[O:29])[N:13]([CH3:30])[C:12]=3[N:11]=[C:10]2[O:31][CH2:32][CH2:33][O:34][C:35]2[CH:40]=[CH:39][CH:38]=[C:37]([O:41][C:42]([F:45])([F:44])[F:43])[CH:36]=2)=[N:6][CH:7]=1.C(Cl)(=O)C, predict the reaction product. The product is: [Cl:1][C:2]1[CH:3]=[CH:4][C:5]([CH2:8][N:9]2[C:17]3[C:16](=[O:18])[N:15]([CH2:19][CH2:20][CH2:21][OH:22])[C:14](=[O:29])[N:13]([CH3:30])[C:12]=3[N:11]=[C:10]2[O:31][CH2:32][CH2:33][O:34][C:35]2[CH:40]=[CH:39][CH:38]=[C:37]([O:41][C:42]([F:45])([F:43])[F:44])[CH:36]=2)=[N:6][CH:7]=1. (2) Given the reactants [F:1][C:2]1[CH:7]=[CH:6][CH:5]=[C:4]([F:8])[C:3]=1[C:9](=[O:11])[CH3:10].[Br:12]Br, predict the reaction product. The product is: [Br:12][CH2:10][C:9]([C:3]1[C:2]([F:1])=[CH:7][CH:6]=[CH:5][C:4]=1[F:8])=[O:11]. (3) Given the reactants C(=O)([O-])[O-].[K+].[K+].[F:7][C:8]1[CH:13]=[C:12](F)[CH:11]=[CH:10][C:9]=1[N+:15]([O-:17])=[O:16].[OH:18][C:19]1[CH:23]=[C:22]([CH3:24])[NH:21][N:20]=1.Cl, predict the reaction product. The product is: [F:7][C:8]1[CH:13]=[C:12]([O:18][C:19]2[CH:23]=[C:22]([CH3:24])[NH:21][N:20]=2)[CH:11]=[CH:10][C:9]=1[N+:15]([O-:17])=[O:16]. (4) Given the reactants [N:1]1([CH2:6][C:7]2[CH:16]=[CH:15][C:10]([C:11](OC)=[O:12])=[CH:9][C:8]=2[O:17][CH3:18])[CH:5]=[CH:4][CH:3]=[N:2]1.CCCCCC, predict the reaction product. The product is: [N:1]1([CH2:6][C:7]2[CH:16]=[CH:15][C:10]([CH2:11][OH:12])=[CH:9][C:8]=2[O:17][CH3:18])[CH:5]=[CH:4][CH:3]=[N:2]1. (5) Given the reactants [Cl:1][C:2]1[CH:3]=[CH:4][C:5]2[C:6]3[C:22]([CH3:23])=[N:21][O:20][C:7]=3[CH2:8][N:9]=[C:10]([C:13]3[CH:18]=[CH:17][C:16]([Cl:19])=[CH:15][CH:14]=3)[C:11]=2[N:12]=1.BrC1C(C(O)=O)=CC(Cl)=NC=1.BrC1C(C(O)=O)=NC(Cl)=CC=1, predict the reaction product. The product is: [Cl:1][C:2]1[N:12]=[CH:11][C:5]2[C:6]3[C:22]([CH3:23])=[N:21][O:20][C:7]=3[CH2:8][N:9]=[C:10]([C:13]3[CH:14]=[CH:15][C:16]([Cl:19])=[CH:17][CH:18]=3)[C:4]=2[CH:3]=1.